Dataset: Full USPTO retrosynthesis dataset with 1.9M reactions from patents (1976-2016). Task: Predict the reactants needed to synthesize the given product. (1) Given the product [F:20][C:21]1[CH:22]=[C:23]([CH:27]=[CH:28][CH:29]=1)[CH2:24][CH2:25][NH:26][C:2]1[N:17]=[C:16](/[CH:36]=[CH:45]/[CH3:46])[CH:15]=[CH:14][C:3]=1[C:4]([NH:6][CH2:7][C:8]1[CH:9]=[N:10][CH:11]=[CH:12][CH:13]=1)=[O:5].[Cl:18][C:16]1[CH:15]=[CH:14][C:3]([C:4]([NH:6][CH2:7][C:8]2[CH:9]=[N:10][CH:11]=[CH:12][CH:13]=2)=[O:5])=[C:2]([NH:26][CH2:25][CH2:24][C:23]2[CH:27]=[CH:28][CH:29]=[C:21]([F:20])[CH:22]=2)[N:17]=1, predict the reactants needed to synthesize it. The reactants are: Cl[C:2]1[N:17]=[C:16]([Cl:18])[CH:15]=[CH:14][C:3]=1[C:4]([NH:6][CH2:7][C:8]1[CH:9]=[N:10][CH:11]=[CH:12][CH:13]=1)=[O:5].[Cl-].[F:20][C:21]1[CH:22]=[C:23]([CH:27]=[CH:28][CH:29]=1)[CH2:24][CH2:25][NH2:26].C([O-])([O-])=O.[K+].[K+].[CH3:36]N(C=O)C.C(O[CH2:45][CH3:46])(=O)C. (2) Given the product [Cl:11][C:12]1[CH:17]=[CH:16][CH:15]=[CH:14][C:13]=1[C:2]1[C:3]([C:7]([O:9][CH3:10])=[O:8])=[N:4][NH:5][CH:6]=1, predict the reactants needed to synthesize it. The reactants are: Br[C:2]1[C:3]([C:7]([O:9][CH3:10])=[O:8])=[N:4][NH:5][CH:6]=1.[Cl:11][C:12]1[CH:17]=[CH:16][CH:15]=[CH:14][C:13]=1B(O)O.C(=O)([O-])[O-].[Cs+].[Cs+]. (3) Given the product [CH2:28]([O:27][C:25](=[O:26])[CH2:24][N:10]1[C:11]2[C@@:12]3([CH3:22])[C:19]([CH3:21])([CH3:20])[C@H:15]([CH2:14][CH2:13]3)[C:16]=2[C:17](=[O:18])[N:9]1[C:3]1[CH:4]=[CH:5][C:6]([F:8])=[CH:7][C:2]=1[F:1])[CH3:29], predict the reactants needed to synthesize it. The reactants are: [F:1][C:2]1[CH:7]=[C:6]([F:8])[CH:5]=[CH:4][C:3]=1[N:9]1[C:17](=[O:18])[C:16]2[C@@H:15]3[C:19]([CH3:21])([CH3:20])[C@@:12]([CH3:22])([CH2:13][CH2:14]3)[C:11]=2[NH:10]1.I[CH2:24][C:25]([O:27][CH2:28][CH3:29])=[O:26]. (4) Given the product [F:1][C:2]1[C:11]([CH:12]([OH:13])[CH3:15])=[C:10]([F:14])[CH:9]=[C:8]2[C:3]=1[CH:4]=[CH:5][CH:6]=[N:7]2, predict the reactants needed to synthesize it. The reactants are: [F:1][C:2]1[C:11]([CH:12]=[O:13])=[C:10]([F:14])[CH:9]=[C:8]2[C:3]=1[CH:4]=[CH:5][CH:6]=[N:7]2.[CH2:15]([Mg]I)C.